From a dataset of Catalyst prediction with 721,799 reactions and 888 catalyst types from USPTO. Predict which catalyst facilitates the given reaction. (1) Reactant: [C:1]([O:5][C:6]([NH:8][CH2:9][C@H:10]1[CH2:15][CH2:14][C@H:13]([C:16]([NH:18][C@H:19]([C:37]([NH:39][C:40]2[CH:45]=[CH:44][C:43]([C:46]3[NH:50][N:49]=[C:48]([C:51]([F:60])([F:59])[C:52]([F:58])([F:57])[C:53]([F:56])([F:55])[F:54])[N:47]=3)=[CH:42][CH:41]=2)=[O:38])[CH2:20][C:21]2[CH:26]=[CH:25][C:24]([C:27]3[CH:32]=[CH:31][C:30]([C:33]([OH:35])=O)=[CH:29][C:28]=3[CH3:36])=[CH:23][CH:22]=2)=[O:17])[CH2:12][CH2:11]1)=[O:7])([CH3:4])([CH3:3])[CH3:2].[NH2:61][CH:62]1[CH2:67][CH2:66][CH2:65][NH:64][C:63]1=[O:68].C(N(CC)C(C)C)(C)C.F[P-](F)(F)(F)(F)F.CN(C(ON1C2=NC=CC=C2N=N1)=[N+](C)C)C. Product: [F:57][C:52]([F:58])([C:53]([F:55])([F:54])[F:56])[C:51]([F:60])([F:59])[C:48]1[N:47]=[C:46]([C:43]2[CH:44]=[CH:45][C:40]([NH:39][C:37](=[O:38])[C@@H:19]([NH:18][C:16]([C@H:13]3[CH2:12][CH2:11][C@H:10]([CH2:9][NH:8][C:6](=[O:7])[O:5][C:1]([CH3:4])([CH3:2])[CH3:3])[CH2:15][CH2:14]3)=[O:17])[CH2:20][C:21]3[CH:26]=[CH:25][C:24]([C:27]4[CH:32]=[CH:31][C:30]([C:33](=[O:35])[NH:61][CH:62]5[CH2:67][CH2:66][CH2:65][NH:64][C:63]5=[O:68])=[CH:29][C:28]=4[CH3:36])=[CH:23][CH:22]=3)=[CH:41][CH:42]=2)[NH:50][N:49]=1. The catalyst class is: 9. (2) Reactant: [Cl:1][C:2]1[CH:7]=[CH:6][C:5]([S:8]([N:11]([C@H:19]([CH2:23][CH:24]([CH3:26])[CH3:25])[C:20]([NH2:22])=[O:21])[CH2:12][CH:13]2[CH2:18][CH2:17][NH:16][CH2:15][CH2:14]2)(=[O:10])=[O:9])=[CH:4][CH:3]=1.CCN(CC)CC.Cl[CH2:35][C:36]([C:38]1[CH:45]=[CH:44][C:41]([C:42]#[N:43])=[CH:40][CH:39]=1)=[O:37]. Product: [Cl:1][C:2]1[CH:7]=[CH:6][C:5]([S:8]([N:11]([C@H:19]([CH2:23][CH:24]([CH3:26])[CH3:25])[C:20]([NH2:22])=[O:21])[CH2:12][CH:13]2[CH2:14][CH2:15][N:16]([CH2:35][C:36]([C:38]3[CH:45]=[CH:44][C:41]([C:42]#[N:43])=[CH:40][CH:39]=3)=[O:37])[CH2:17][CH2:18]2)(=[O:9])=[O:10])=[CH:4][CH:3]=1. The catalyst class is: 2. (3) Reactant: [O:1]1[C:6]2[CH:7]=[CH:8][CH:9]=[CH:10][C:5]=2[O:4][CH:3]=[CH:2]1.C([Li])CCC.[CH3:16][Sn:17](Cl)([CH3:19])[CH3:18].[F-].[K+]. Product: [O:1]1[C:6]2[CH:7]=[CH:8][CH:9]=[CH:10][C:5]=2[O:4][CH:3]=[C:2]1[Sn:17]([CH3:19])([CH3:18])[CH3:16]. The catalyst class is: 188. (4) Reactant: [CH3:1][O:2][C:3]1[CH:4]=[C:5]([C:9]2([C:15]#[N:16])[CH2:14][CH2:13][NH:12][CH2:11][CH2:10]2)[CH:6]=[CH:7][CH:8]=1.[C:17]1(=O)[CH2:22][CH2:21][CH2:20][CH2:19][CH2:18]1.C(O[BH-](OC(=O)C)OC(=O)C)(=O)C.[Na+].C(=O)([O-])O.[Na+]. Product: [CH:17]1([N:12]2[CH2:13][CH2:14][C:9]([C:5]3[CH:6]=[CH:7][CH:8]=[C:3]([O:2][CH3:1])[CH:4]=3)([C:15]#[N:16])[CH2:10][CH2:11]2)[CH2:22][CH2:21][CH2:20][CH2:19][CH2:18]1. The catalyst class is: 68. (5) Reactant: [OH:1][C:2]1[CH:7]=[CH:6][C:5]([CH2:8][C:9]([NH:11][C:12]2[CH:21]=[C:20]3[C:15]([CH2:16][CH2:17][C:18](=[CH:23][C:24]4[CH:29]=[CH:28][CH:27]=[CH:26][CH:25]=4)[C:19]3=[O:22])=[CH:14][CH:13]=2)=[O:10])=[CH:4][C:3]=1[O:30][CH3:31]. Product: [OH:1][C:2]1[CH:7]=[CH:6][C:5]([CH2:8][C:9]([NH:11][C:12]2[CH:21]=[C:20]3[C:15]([CH2:16][CH2:17][CH:18]([CH2:23][C:24]4[CH:25]=[CH:26][CH:27]=[CH:28][CH:29]=4)[C:19]3=[O:22])=[CH:14][CH:13]=2)=[O:10])=[CH:4][C:3]=1[O:30][CH3:31]. The catalyst class is: 78. (6) Reactant: [C:1]([C:5]1[CH:10]=[C:9]([CH3:11])[CH:8]=[C:7]([I:12])[CH:6]=1)([CH3:4])([CH3:3])[CH3:2].C1C(=O)N(Br)C(=O)C1.CC(N=NC(C#N)(C)C)(C#N)C.[NH:33]1[CH2:38][CH2:37][O:36][CH2:35][CH2:34]1. Product: [C:1]([C:5]1[CH:10]=[C:9]([CH:8]=[C:7]([I:12])[CH:6]=1)[CH2:11][N:33]1[CH2:38][CH2:37][O:36][CH2:35][CH2:34]1)([CH3:4])([CH3:3])[CH3:2]. The catalyst class is: 53. (7) Reactant: [CH:1]([C:4]1[CH:9]=[CH:8][CH:7]=[CH:6][C:5]=1[S:10][C:11]1[CH:16]=[CH:15][C:14](/[CH:17]=[CH:18]/[C:19]([N:21]2[CH2:26][CH2:25][CH2:24][CH:23]([C:27]3[N:28]=[N:29][N:30](COC)[N:31]=3)[CH2:22]2)=[O:20])=[CH:13][C:12]=1[N+:35]([O-:37])=[O:36])([CH3:3])[CH3:2]. Product: [CH:1]([C:4]1[CH:9]=[CH:8][CH:7]=[CH:6][C:5]=1[S:10][C:11]1[CH:16]=[CH:15][C:14](/[CH:17]=[CH:18]/[C:19]([N:21]2[CH2:26][CH2:25][CH2:24][CH:23]([C:27]3[NH:28][N:29]=[N:30][N:31]=3)[CH2:22]2)=[O:20])=[CH:13][C:12]=1[N+:35]([O-:37])=[O:36])([CH3:3])[CH3:2]. The catalyst class is: 67. (8) Reactant: F[C:2]1[CH:7]=[CH:6][C:5]([N+:8]([O-:10])=[O:9])=[CH:4][CH:3]=1.[CH3:11][N:12]([CH3:19])[CH:13]1[CH2:18][CH2:17][NH:16][CH2:15][CH2:14]1.CCN(C(C)C)C(C)C. Product: [CH3:11][N:12]([CH3:19])[CH:13]1[CH2:18][CH2:17][N:16]([C:2]2[CH:7]=[CH:6][C:5]([N+:8]([O-:10])=[O:9])=[CH:4][CH:3]=2)[CH2:15][CH2:14]1. The catalyst class is: 10. (9) Reactant: C[O:2][C:3](=[O:25])[CH:4]([N:11]1[C:16](=[O:17])[CH:15]=[CH:14][C:13]([O:18][C:19]2[CH:24]=[CH:23][CH:22]=[CH:21][CH:20]=2)=[N:12]1)[CH2:5][CH:6]1[CH2:10][CH2:9][CH2:8][CH2:7]1.[OH-].[Na+]. Product: [CH:6]1([CH2:5][CH:4]([N:11]2[C:16](=[O:17])[CH:15]=[CH:14][C:13]([O:18][C:19]3[CH:24]=[CH:23][CH:22]=[CH:21][CH:20]=3)=[N:12]2)[C:3]([OH:25])=[O:2])[CH2:10][CH2:9][CH2:8][CH2:7]1. The catalyst class is: 5.